From a dataset of Full USPTO retrosynthesis dataset with 1.9M reactions from patents (1976-2016). Predict the reactants needed to synthesize the given product. (1) Given the product [Cl:25][C:8]1[C:9]([N:11]2[CH2:16][CH2:15][CH2:14][C@@H:13]([NH:17][C:18](=[O:24])[O:19][C:20]([CH3:21])([CH3:22])[CH3:23])[CH2:12]2)=[C:10]2[C:2]([NH:1][C:26](=[O:29])[CH2:27][CH3:28])=[CH:3][NH:4][C:5]2=[N:6][CH:7]=1, predict the reactants needed to synthesize it. The reactants are: [NH2:1][C:2]1[C:10]2[C:5](=[N:6][CH:7]=[C:8]([Cl:25])[C:9]=2[N:11]2[CH2:16][CH2:15][CH2:14][C@@H:13]([NH:17][C:18](=[O:24])[O:19][C:20]([CH3:23])([CH3:22])[CH3:21])[CH2:12]2)[NH:4][CH:3]=1.[C:26](Cl)(=[O:29])[CH2:27][CH3:28].[Li+].[OH-]. (2) Given the product [Cl:10][C:11]1[N:12]=[CH:13][C:14]([CH2:17][N:7]2[CH2:8][CH:4]([CH2:1][CH2:2][CH3:3])[CH2:5][C:6]2=[O:9])=[CH:15][CH:16]=1, predict the reactants needed to synthesize it. The reactants are: [CH2:1]([CH:4]1[CH2:8][NH:7][C:6](=[O:9])[CH2:5]1)[CH2:2][CH3:3].[Cl:10][C:11]1[CH:16]=[CH:15][C:14]([CH2:17]Cl)=[CH:13][N:12]=1.[H-].[Na+].